Dataset: Catalyst prediction with 721,799 reactions and 888 catalyst types from USPTO. Task: Predict which catalyst facilitates the given reaction. (1) Reactant: [NH2:1][C:2]1[CH:7]=[CH:6][C:5]([CH3:8])=[CH:4][C:3]=1[NH:9][CH:10]1[CH2:15][CH2:14][N:13]([C:16]([O:18][C:19]([CH3:22])([CH3:21])[CH3:20])=[O:17])[CH2:12][CH2:11]1.[C:23](N1C=CN=C1)(N1C=CN=C1)=[O:24]. Product: [CH3:8][C:5]1[CH:6]=[CH:7][C:2]2[NH:1][C:23](=[O:24])[N:9]([CH:10]3[CH2:15][CH2:14][N:13]([C:16]([O:18][C:19]([CH3:22])([CH3:21])[CH3:20])=[O:17])[CH2:12][CH2:11]3)[C:3]=2[CH:4]=1. The catalyst class is: 10. (2) Reactant: [CH3:1][NH:2][C:3](=O)[C@@H:4]([NH:13][C:14](=[O:20])[O:15][C:16]([CH3:19])([CH3:18])[CH3:17])[CH2:5][CH:6]1[CH2:11][CH2:10][CH:9]([CH3:12])[CH2:8][CH2:7]1.[H-].[H-].[H-].[H-].[Li+].[Al+3].O.O.O.O.O.O.O.O.O.O.S([O-])([O-])(=O)=O.[Na+].[Na+]. Product: [CH3:1][NH:2][CH2:3][C@@H:4]([NH:13][C:14](=[O:20])[O:15][C:16]([CH3:19])([CH3:18])[CH3:17])[CH2:5][CH:6]1[CH2:11][CH2:10][CH:9]([CH3:12])[CH2:8][CH2:7]1. The catalyst class is: 1. (3) Reactant: [Cl:1][C:2]1[CH:7]=[CH:6][C:5]([CH2:8][CH2:9][N+:10]([O-:12])=[O:11])=[CH:4][CH:3]=1.C[O:14][CH:15](OC)[CH2:16][CH2:17][CH2:18][CH:19]=O. Product: [Cl:1][C:2]1[CH:3]=[CH:4][C:5]([CH2:8]/[C:9](/[N+:10]([O-:12])=[O:11])=[CH:19]\[CH2:18][CH2:17][CH2:16][CH:15]=[O:14])=[CH:6][CH:7]=1. The catalyst class is: 521. (4) Reactant: [C:1]([O:4][C@H:5]1[C@@H:10]([O:11][C:12](=[O:14])[CH3:13])[C@@H:9]([CH2:15][O:16][C:17](=[O:19])[CH3:18])[O:8][C@@H:7](OC(=O)C)[C@@H:6]1[NH:24][C:25](=[O:27])[CH3:26])(=[O:3])[CH3:2].O([Si](C)(C)C)S(C(F)(F)F)(=O)=O.C(N(CC)CC)C. Product: [C:12]([O:11][C@H:10]1[C@@H:9]([CH2:15][O:16][C:17](=[O:19])[CH3:18])[O:8][C@H:7]2[C@H:6]([N:24]=[C:25]([CH3:26])[O:27]2)[C@H:5]1[O:4][C:1](=[O:3])[CH3:2])(=[O:14])[CH3:13]. The catalyst class is: 2. (5) Reactant: [NH2:1][C:2](=[O:39])[CH:3]([C:5]1[CH:38]=[CH:37][CH:36]=[CH:35][C:6]=1[CH2:7][CH2:8][C:9]1[C:14]([Cl:15])=[CH:13][N:12]=[C:11]([NH:16][C:17]2[CH:18]=[N:19][N:20]([CH:22]3[CH2:27][CH2:26][N:25](C(OC(C)(C)C)=O)[CH2:24][CH2:23]3)[CH:21]=2)[N:10]=1)[CH3:4].C(O)(C(F)(F)F)=O. Product: [Cl:15][C:14]1[C:9]([CH2:8][CH2:7][C:6]2[CH:35]=[CH:36][CH:37]=[CH:38][C:5]=2[CH:3]([CH3:4])[C:2]([NH2:1])=[O:39])=[N:10][C:11]([NH:16][C:17]2[CH:18]=[N:19][N:20]([CH:22]3[CH2:27][CH2:26][NH:25][CH2:24][CH2:23]3)[CH:21]=2)=[N:12][CH:13]=1. The catalyst class is: 2.